Task: Predict the reactants needed to synthesize the given product.. Dataset: Full USPTO retrosynthesis dataset with 1.9M reactions from patents (1976-2016) (1) Given the product [CH:25]([C:24]1[CH:23]=[CH:22][C:21]([C:2]2[CH:17]=[CH:16][CH:15]=[C:4]([CH2:5][N:6]([CH3:14])[C:7](=[O:13])[O:8][C:9]([CH3:12])([CH3:11])[CH3:10])[CH:3]=2)=[CH:20][C:19]=1[CH3:18])=[O:26], predict the reactants needed to synthesize it. The reactants are: Br[C:2]1[CH:3]=[C:4]([CH:15]=[CH:16][CH:17]=1)[CH2:5][N:6]([CH3:14])[C:7](=[O:13])[O:8][C:9]([CH3:12])([CH3:11])[CH3:10].[CH3:18][C:19]1[CH:20]=[C:21](B(O)O)[CH:22]=[CH:23][C:24]=1[CH:25]=[O:26]. (2) The reactants are: [CH3:1][N:2]([CH3:17])[C:3]([C:5]1[CH:6]=[C:7](/[CH:11]=[CH:12]/[C:13]([O:15][CH3:16])=[O:14])[CH:8]=[CH:9][CH:10]=1)=[O:4]. Given the product [CH3:17][N:2]([CH3:1])[C:3]([C:5]1[CH:6]=[C:7]([CH2:11][CH2:12][C:13]([O:15][CH3:16])=[O:14])[CH:8]=[CH:9][CH:10]=1)=[O:4], predict the reactants needed to synthesize it. (3) Given the product [NH2:15][C:16]1([CH3:19])[C:20]2([CH2:22][CH2:21]2)[C:23](=[O:25])[NH:18][CH2:17]1, predict the reactants needed to synthesize it. The reactants are: C[Si](C)(C)N[Si](C)(C)C.C(#N)C.Cl.Cl.[NH2:15][C:16]([C:20]1([C:23]([OH:25])=O)[CH2:22][CH2:21]1)([CH3:19])[CH2:17][NH2:18]. (4) Given the product [N:1]1([C:5]([C:7]2[CH:8]=[C:9]([Cl:37])[C:10]([O:13][C:14]3[CH:19]=[C:18]([O:20][C@@H:21]([CH3:25])[CH2:22][O:23][CH3:24])[CH:17]=[C:16]([C:26]4[NH:30][C:29]([C:31]5[O:32][CH2:35][CH2:34][N:33]=5)=[CH:28][CH:27]=4)[CH:15]=3)=[N:11][CH:12]=2)=[O:6])[CH2:2][CH2:3][CH2:4]1, predict the reactants needed to synthesize it. The reactants are: [N:1]1([C:5]([C:7]2[CH:8]=[C:9]([Cl:37])[C:10]([O:13][C:14]3[CH:15]=[C:16]([C:26]4[NH:30][C:29]([C:31]([NH:33][CH2:34][CH2:35]Cl)=[O:32])=[CH:28][CH:27]=4)[CH:17]=[C:18]([O:20][C@@H:21]([CH3:25])[CH2:22][O:23][CH3:24])[CH:19]=3)=[N:11][CH:12]=2)=[O:6])[CH2:4][CH2:3][CH2:2]1.[H-].[Na+].[Cl-].[NH4+]. (5) Given the product [CH2:1]([N:4]1[C:12]2[C:7](=[CH:8][CH:9]=[CH:10][C:11]=2[Br:13])[C:6]([CH:14]2[CH:18]([C:19]3[C:27]4[C:22](=[CH:23][CH:24]=[CH:25][CH:26]=4)[NH:21][CH:20]=3)[C:17](=[O:28])[NH:16][C:15]2=[O:29])=[CH:5]1)[CH:2]=[CH2:3], predict the reactants needed to synthesize it. The reactants are: [CH2:1]([N:4]1[C:12]2[C:7](=[CH:8][CH:9]=[CH:10][C:11]=2[Br:13])[C:6]([C:14]2[C:15](=[O:29])[NH:16][C:17](=[O:28])[C:18]=2[C:19]2[C:27]3[C:22](=[CH:23][CH:24]=[CH:25][CH:26]=3)[NH:21][CH:20]=2)=[CH:5]1)[CH:2]=[CH2:3]. (6) Given the product [Cl:1][C:2]1[CH:7]=[C:6]([S:8][C:9]2[C:18]3[C:13](=[CH:14][CH:15]=[CH:16][CH:17]=3)[C:12]([NH2:19])=[CH:11][CH:10]=2)[CH:5]=[CH:4][N:3]=1, predict the reactants needed to synthesize it. The reactants are: [Cl:1][C:2]1[CH:7]=[C:6]([S:8][C:9]2[C:18]3[C:13](=[CH:14][CH:15]=[CH:16][CH:17]=3)[C:12]([N+:19]([O-])=O)=[CH:11][CH:10]=2)[CH:5]=[CH:4][N:3]=1.CCOC(C)=O.CC(O)=O.[H][H]. (7) Given the product [F:1][C:2]1[CH:7]=[CH:6][C:5]([C:8]2[N:33]([C:27]3[CH:32]=[CH:31][CH:30]=[CH:29][CH:28]=3)[N:34]=[CH:16][C:9]=2[C:10]([O:12][CH2:13][CH3:14])=[O:11])=[CH:4][CH:3]=1, predict the reactants needed to synthesize it. The reactants are: [F:1][C:2]1[CH:7]=[CH:6][C:5]([C:8](=O)[CH2:9][C:10]([O:12][CH2:13][CH3:14])=[O:11])=[CH:4][CH:3]=1.[CH3:16]N(C(OC)OC)C.C(O)C.[C:27]1([NH:33][NH2:34])[CH:32]=[CH:31][CH:30]=[CH:29][CH:28]=1. (8) The reactants are: [NH:1]1CCCCC1.[F:7][C:8]([F:20])([C:14]1[CH:19]=[CH:18][CH:17]=[CH:16][N:15]=1)[C:9]([O:11][CH2:12][CH3:13])=[O:10]. Given the product [F:7][C:8]([F:20])([C:14]1[N:15]=[N:1][C:17]([CH3:16])=[CH:18][CH:19]=1)[C:9]([O:11][CH2:12][CH3:13])=[O:10], predict the reactants needed to synthesize it. (9) Given the product [NH2:9][C@H:8]1[C@@H:2]([F:1])[CH2:3][O:4][C@H:5]([C:17]2[N:21]([CH3:22])[N:20]=[CH:19][C:18]=2[NH:23][C:47](=[O:48])[C:45]2[CH:44]=[CH:43][C:42]([F:50])=[C:41]([C:28]3[C:29]([F:40])=[CH:30][C:31]([O:33][CH:34]4[CH2:35][CH2:36][O:37][CH2:38][CH2:39]4)=[CH:32][C:27]=3[F:26])[N:46]=2)[CH2:6][CH2:7]1, predict the reactants needed to synthesize it. The reactants are: [F:1][C@@H:2]1[C@H:8]([NH:9]C(=O)OC(C)(C)C)[CH2:7][CH2:6][C@@H:5]([C:17]2[N:21]([CH3:22])[N:20]=[CH:19][C:18]=2[N+:23]([O-])=O)[O:4][CH2:3]1.[F:26][C:27]1[CH:32]=[C:31]([O:33][CH:34]2[CH2:39][CH2:38][O:37][CH2:36][CH2:35]2)[CH:30]=[C:29]([F:40])[C:28]=1[C:41]1[N:46]=[C:45]([C:47](O)=[O:48])[CH:44]=[CH:43][C:42]=1[F:50].